The task is: Predict the reactants needed to synthesize the given product.. This data is from Full USPTO retrosynthesis dataset with 1.9M reactions from patents (1976-2016). Given the product [CH:23]1([C:19]2[CH:20]=[C:21]([CH3:22])[C:16]([N:13]3[CH2:14][CH2:15][N:10]([C:8]([C:5]4[N:6]=[N:7][C:2]([N:29]5[CH2:28][C:27]([CH3:33])([CH3:26])[O:31][C:30]5=[O:32])=[CH:3][CH:4]=4)=[O:9])[CH2:11][CH2:12]3)=[N:17][CH:18]=2)[CH2:25][CH2:24]1, predict the reactants needed to synthesize it. The reactants are: Cl[C:2]1[N:7]=[N:6][C:5]([C:8]([N:10]2[CH2:15][CH2:14][N:13]([C:16]3[C:21]([CH3:22])=[CH:20][C:19]([CH:23]4[CH2:25][CH2:24]4)=[CH:18][N:17]=3)[CH2:12][CH2:11]2)=[O:9])=[CH:4][CH:3]=1.[CH3:26][C:27]1([CH3:33])[O:31][C:30](=[O:32])[NH:29][CH2:28]1.